Dataset: Full USPTO retrosynthesis dataset with 1.9M reactions from patents (1976-2016). Task: Predict the reactants needed to synthesize the given product. (1) Given the product [Br:6][C:7]1[CH:8]=[CH:9][C:10]2[N:14]=[C:13]([C:15]([CH:1]3[CH2:2][CH2:3]3)=[O:16])[N:12]([CH3:21])[C:11]=2[CH:22]=1, predict the reactants needed to synthesize it. The reactants are: [CH:1]1([Mg]Br)[CH2:3][CH2:2]1.[Br:6][C:7]1[CH:8]=[CH:9][C:10]2[N:14]=[C:13]([C:15](N(OC)C)=[O:16])[N:12]([CH3:21])[C:11]=2[CH:22]=1. (2) Given the product [CH3:24][S:25]([OH:28])(=[O:27])=[O:26].[CH3:1][S:2]([C:5]1[C:6]([S:18]([F:22])([F:23])([F:19])([F:20])[F:21])=[CH:7][C:8]([CH3:17])=[C:9]([CH:16]=1)[C:10]([NH:12][C:13]([NH2:15])=[NH:14])=[O:11])(=[O:4])=[O:3], predict the reactants needed to synthesize it. The reactants are: [CH3:1][S:2]([C:5]1[C:6]([S:18]([F:23])([F:22])([F:21])([F:20])[F:19])=[CH:7][C:8]([CH3:17])=[C:9]([CH:16]=1)[C:10]([NH:12][C:13]([NH2:15])=[NH:14])=[O:11])(=[O:4])=[O:3].[CH3:24][S:25]([OH:28])(=[O:27])=[O:26]. (3) Given the product [Br:1][C:2]1[CH:3]=[C:4]([N+:19]([O-:21])=[O:20])[C:5]([CH3:8])=[N:6][CH:7]=1, predict the reactants needed to synthesize it. The reactants are: [Br:1][C:2]1[CH:3]=[C:4]([N+:19]([O-:21])=[O:20])[C:5]([CH:8](C(OCC)=O)C(OCC)=O)=[N:6][CH:7]=1.